This data is from Forward reaction prediction with 1.9M reactions from USPTO patents (1976-2016). The task is: Predict the product of the given reaction. (1) Given the reactants [NH2:1][C:2]1[CH:7]=[CH:6][C:5]([OH:8])=[CH:4][CH:3]=1.[CH3:9][C:10]([CH3:16])([CH3:15])[CH2:11][C:12](Cl)=[O:13].N1C=CC=CC=1, predict the reaction product. The product is: [OH:8][C:5]1[CH:6]=[CH:7][C:2]([NH:1][C:12](=[O:13])[CH2:11][C:10]([CH3:16])([CH3:15])[CH3:9])=[CH:3][CH:4]=1. (2) Given the reactants [C:1]1([C:7]2[C:12]([C:13]3[CH:18]=[CH:17][CH:16]=[CH:15][CH:14]=3)=[N:11][C:10]([NH:19][CH3:20])=[CH:9][N+:8]=2[O-:21])[CH:6]=[CH:5][CH:4]=[CH:3][CH:2]=1.[C:22]([O:26][C:27](=[O:35])[CH2:28][O:29][CH2:30][CH2:31][CH2:32][CH2:33]Br)([CH3:25])([CH3:24])[CH3:23], predict the reaction product. The product is: [C:1]1([C:7]2[C:12]([C:13]3[CH:14]=[CH:15][CH:16]=[CH:17][CH:18]=3)=[N:11][C:10]([N:19]([CH2:33][CH2:32][CH2:31][CH2:30][O:29][CH2:28][C:27]([O:26][C:22]([CH3:23])([CH3:25])[CH3:24])=[O:35])[CH3:20])=[CH:9][N+:8]=2[O-:21])[CH:2]=[CH:3][CH:4]=[CH:5][CH:6]=1. (3) Given the reactants Cl.Cl[C:3]1[CH:8]=[C:7]([C:9]2[CH:14]=[CH:13][CH:12]=[C:11]([Cl:15])[CH:10]=2)[N:6]=[C:5]2[CH2:16][CH2:17][CH2:18][C:4]=12.[NH2:19][C:20]1[CH:25]=[CH:24][C:23]([CH2:26][C:27]#[N:28])=[CH:22][CH:21]=1, predict the reaction product. The product is: [Cl:15][C:11]1[CH:10]=[C:9]([C:7]2[N:6]=[C:5]3[CH2:16][CH2:17][CH2:18][C:4]3=[C:3]([NH:19][C:20]3[CH:25]=[CH:24][C:23]([CH2:26][C:27]#[N:28])=[CH:22][CH:21]=3)[CH:8]=2)[CH:14]=[CH:13][CH:12]=1. (4) Given the reactants [NH:1]1[CH2:6][CH2:5][O:4][C:3]2[N:7]=[CH:8][C:9]([C:11]3[N:12]=[C:13]([NH:20][C:21]4[CH:26]=[CH:25][C:24]([C:27]5[CH2:28][CH2:29][O:30][CH2:31][CH:32]=5)=[C:23]([O:33][CH3:34])[CH:22]=4)[C:14]4[N:15]([CH:17]=[CH:18][N:19]=4)[CH:16]=3)=[CH:10][C:2]1=2, predict the reaction product. The product is: [NH:1]1[CH2:6][CH2:5][O:4][C:3]2[N:7]=[CH:8][C:9]([C:11]3[N:12]=[C:13]([NH:20][C:21]4[CH:26]=[CH:25][C:24]([CH:27]5[CH2:32][CH2:31][O:30][CH2:29][CH2:28]5)=[C:23]([O:33][CH3:34])[CH:22]=4)[C:14]4[N:15]([CH:17]=[CH:18][N:19]=4)[CH:16]=3)=[CH:10][C:2]1=2.